Predict the product of the given reaction. From a dataset of Forward reaction prediction with 1.9M reactions from USPTO patents (1976-2016). (1) Given the reactants Cl.[CH3:2][O:3][C:4](=[O:11])[C@H:5]([C:7]([CH3:10])([CH3:9])[CH3:8])[NH2:6].Cl[C:13]([O:15][C:16]1[CH:21]=[CH:20][C:19]([N+:22]([O-:24])=[O:23])=[CH:18][CH:17]=1)=[O:14].CN1CCOCC1, predict the reaction product. The product is: [CH3:8][C:7]([CH3:10])([CH3:9])[C@H:5]([NH:6][C:13]([O:15][C:16]1[CH:17]=[CH:18][C:19]([N+:22]([O-:24])=[O:23])=[CH:20][CH:21]=1)=[O:14])[C:4]([O:3][CH3:2])=[O:11]. (2) Given the reactants [CH:1](=O)[C:2]1[CH:7]=[CH:6][CH:5]=[CH:4][CH:3]=1.[CH2:9]([SH:13])[CH2:10][CH2:11][SH:12].B(F)(F)F.CCOCC, predict the reaction product. The product is: [C:2]1([CH:1]2[S:13][CH2:9][CH2:10][CH2:11][S:12]2)[CH:7]=[CH:6][CH:5]=[CH:4][CH:3]=1. (3) Given the reactants [Cl:1][C:2]1[C:7]([Cl:8])=[CH:6][C:5]([CH:9]([NH:11]C(=O)OCC2C=CC=CC=2)[CH3:10])=[C:4]([O:22][CH3:23])[C:3]=1[CH:24]1[CH2:27][N:26]([CH2:28][C:29]([F:32])([F:31])[F:30])[CH2:25]1.[ClH:33].O, predict the reaction product. The product is: [ClH:1].[ClH:33].[Cl:1][C:2]1[C:7]([Cl:8])=[CH:6][C:5]([CH:9]([NH2:11])[CH3:10])=[C:4]([O:22][CH3:23])[C:3]=1[CH:24]1[CH2:25][N:26]([CH2:28][C:29]([F:30])([F:32])[F:31])[CH2:27]1. (4) Given the reactants I[C:2]1[C:3](=[O:28])[NH:4][C:5](=[O:27])[N:6]([CH2:8][CH2:9][CH2:10][N:11]2[CH2:16][C@H:15]3[C@:13]([C:17]4[CH:22]=[CH:21][C:20]([C:23]([F:26])([F:25])[F:24])=[CH:19][CH:18]=4)([CH2:14]3)[CH2:12]2)[CH:7]=1.CN(C)CC(O)=O.C([O-])([O-])=O.[K+].[K+].[F:42][C:43]([F:50])([F:49])[C:44]1[CH:48]=[CH:47][NH:46][N:45]=1, predict the reaction product. The product is: [F:24][C:23]([F:26])([F:25])[C:20]1[CH:21]=[CH:22][C:17]([C@:13]23[CH2:14][C@H:15]2[CH2:16][N:11]([CH2:10][CH2:9][CH2:8][N:6]2[CH:7]=[C:2]([N:46]4[CH:47]=[CH:48][C:44]([C:43]([F:50])([F:49])[F:42])=[N:45]4)[C:3](=[O:28])[NH:4][C:5]2=[O:27])[CH2:12]3)=[CH:18][CH:19]=1. (5) Given the reactants [OH:1][C:2]1[C:7]([NH:8]/[N:9]=[C:10]2/[C:11]([CH3:26])=[N:12][N:13]([C:16]3[CH:25]=[CH:24][C:23]4[CH2:22][CH2:21][CH2:20][CH2:19][C:18]=4[CH:17]=3)[C:14]/2=[O:15])=[CH:6][CH:5]=[CH:4][C:3]=1[C:27]1[O:31][C:30]([C:32]([OH:34])=[O:33])=[CH:29][CH:28]=1.[OH:35][CH2:36][CH2:37][N+:38]([CH3:41])([CH3:40])[CH3:39].[OH:35][CH2:36][CH2:37][N+:38]([CH3:41])([CH3:40])[CH3:39].OC1C(N/N=C2/C(C)=NN(C3C=CC4CCCCC=4C=3)C/2=O)=CC=CC=1C1OC(C(O)=O)=CC=1.CO.O, predict the reaction product. The product is: [OH:35][CH2:36][CH2:37][N+:38]([CH3:41])([CH3:40])[CH3:39].[OH:1][C:2]1[C:7]([NH:8]/[N:9]=[C:10]2/[C:11]([CH3:26])=[N:12][N:13]([C:16]3[CH:25]=[CH:24][C:23]4[CH2:22][CH2:21][CH2:20][CH2:19][C:18]=4[CH:17]=3)[C:14]/2=[O:15])=[CH:6][CH:5]=[CH:4][C:3]=1[C:27]1[O:31][C:30]([C:32]([OH:34])=[O:33])=[CH:29][CH:28]=1. (6) The product is: [NH2:39][C:32]1[C:33]2[C:38](=[CH:37][CH:36]=[CH:35][CH:34]=2)[C:29]([C:2]2[N:3]=[C:4]([N:22]3[CH2:27][CH2:26][O:25][CH2:24][CH2:23]3)[C:5]3[S:10][C:9]([CH2:11][N:12]4[CH2:17][CH2:16][CH:15]([C:18]([OH:21])([CH3:20])[CH3:19])[CH2:14][CH2:13]4)=[CH:8][C:6]=3[N:7]=2)=[CH:30][N:31]=1. Given the reactants Cl[C:2]1[N:3]=[C:4]([N:22]2[CH2:27][CH2:26][O:25][CH2:24][CH2:23]2)[C:5]2[S:10][C:9]([CH2:11][N:12]3[CH2:17][CH2:16][CH:15]([C:18]([OH:21])([CH3:20])[CH3:19])[CH2:14][CH2:13]3)=[CH:8][C:6]=2[N:7]=1.Br[C:29]1[C:38]2[C:33](=[CH:34][CH:35]=[CH:36][CH:37]=2)[C:32]([NH2:39])=[N:31][CH:30]=1, predict the reaction product. (7) Given the reactants C([O:8][CH2:9][C@H:10]1[CH2:14][O:13][C:12]([C:15]2[CH:23]=[C:22]3[C:18]([C:19]([C:34]([NH:36][CH2:37][C:38]4[CH:43]=[CH:42][C:41]([F:44])=[C:40]([F:45])[CH:39]=4)=[O:35])=[C:20]([CH:31]([CH3:33])[CH3:32])[N:21]3[CH2:24][C:25]3[CH:30]=[CH:29][CH:28]=[CH:27][N:26]=3)=[CH:17][CH:16]=2)=[N:11]1)C1C=CC=CC=1.B(Br)(Br)Br, predict the reaction product. The product is: [F:45][C:40]1[CH:39]=[C:38]([CH:43]=[CH:42][C:41]=1[F:44])[CH2:37][NH:36][C:34]([C:19]1[C:18]2[C:22](=[CH:23][C:15]([C:12]3[O:13][CH2:14][C@H:10]([CH2:9][OH:8])[N:11]=3)=[CH:16][CH:17]=2)[N:21]([CH2:24][C:25]2[CH:30]=[CH:29][CH:28]=[CH:27][N:26]=2)[C:20]=1[CH:31]([CH3:33])[CH3:32])=[O:35].